Dataset: Forward reaction prediction with 1.9M reactions from USPTO patents (1976-2016). Task: Predict the product of the given reaction. (1) Given the reactants C([O:5][C:6]([C:8]1[CH:17]=[C:16]2[C:11]([CH2:12][CH:13]([CH2:19][C:20]([O:22][CH3:23])=[O:21])[C:14](=[O:18])[NH:15]2)=[CH:10][CH:9]=1)=[O:7])(C)(C)C.Cl, predict the reaction product. The product is: [CH3:23][O:22][C:20]([CH2:19][CH:13]1[CH2:12][C:11]2[C:16](=[CH:17][C:8]([C:6]([OH:7])=[O:5])=[CH:9][CH:10]=2)[NH:15][C:14]1=[O:18])=[O:21]. (2) The product is: [NH2:2][C:3]1[N:8]=[CH:7][N:6]=[C:5]2[N:9]([CH:30]3[CH2:34][CH2:33][NH:32][CH2:31]3)[N:10]=[C:11]([C:12]3[CH:13]=[CH:14][C:15]([NH:18][C:19]4[O:20][C:21]5[C:27]([CH3:28])=[CH:26][C:25]([CH3:29])=[CH:24][C:22]=5[N:23]=4)=[CH:16][CH:17]=3)[C:4]=12. Given the reactants Cl.[NH2:2][C:3]1[N:8]=[CH:7][N:6]=[C:5]2[N:9]([CH:30]3[CH2:34][CH2:33][N:32](C(OC(C)(C)C)=O)[CH2:31]3)[N:10]=[C:11]([C:12]3[CH:17]=[CH:16][C:15]([NH:18][C:19]4[O:20][C:21]5[C:27]([CH3:28])=[CH:26][C:25]([CH3:29])=[CH:24][C:22]=5[N:23]=4)=[CH:14][CH:13]=3)[C:4]=12, predict the reaction product. (3) Given the reactants [C:1]([CH:4]1[CH2:9][CH2:8][CH2:7][CH2:6][N:5]1[C:10]([O:12][C:13]([CH3:16])([CH3:15])[CH3:14])=[O:11])(=[S:3])[NH2:2].[CH3:17][O:18][C:19](=[O:25])[CH:20](Cl)[C:21]([CH3:23])=O, predict the reaction product. The product is: [C:13]([O:12][C:10]([N:5]1[CH2:6][CH2:7][CH2:8][CH2:9][CH:4]1[C:1]1[S:3][C:20]([C:19]([O:18][CH3:17])=[O:25])=[C:21]([CH3:23])[N:2]=1)=[O:11])([CH3:16])([CH3:15])[CH3:14]. (4) Given the reactants [Br:1][C:2]1[CH:3]=[C:4]2[C:9](=[CH:10][CH:11]=1)[N:8]=[CH:7][CH:6]=[C:5]2[Cl:12].Cl.C(OCC)C, predict the reaction product. The product is: [ClH:12].[Br:1][C:2]1[CH:3]=[C:4]2[C:9](=[CH:10][CH:11]=1)[N:8]=[CH:7][CH:6]=[C:5]2[Cl:12]. (5) Given the reactants [F:1][C:2]1[CH:7]=[C:6]([F:8])[CH:5]=[CH:4][C:3]=1[C:9](=O)[CH2:10][C:11]1[CH:12]=[CH:13][C:14]2[N:15]([C:17]([CH:20]([CH3:22])[CH3:21])=[N:18][N:19]=2)[N:16]=1.CO[C:26](OC)([N:28](C)C)[CH3:27].C1(C)C=CC=CC=1.[NH2:40]N, predict the reaction product. The product is: [F:1][C:2]1[CH:7]=[C:6]([F:8])[CH:5]=[CH:4][C:3]=1[C:9]1[C:10]([C:11]2[CH:12]=[CH:13][C:14]3[N:15]([C:17]([CH:20]([CH3:22])[CH3:21])=[N:18][N:19]=3)[N:16]=2)=[C:26]([CH3:27])[NH:28][N:40]=1. (6) Given the reactants [CH3:1][O:2][C:3]1[N:8]=[CH:7][C:6]([N:9]2[C:13]([C:14]3[CH:21]=[CH:20][C:17]([C:18]#[N:19])=[CH:16][CH:15]=3)=[CH:12][C:11]([O:22][CH2:23][C:24]([F:27])([F:26])[F:25])=[N:10]2)=[CH:5][CH:4]=1.[H-].[Al+3].[Li+].[H-].[H-].[H-], predict the reaction product. The product is: [CH3:1][O:2][C:3]1[N:8]=[CH:7][C:6]([N:9]2[C:13]([C:14]3[CH:15]=[CH:16][C:17]([CH2:18][NH2:19])=[CH:20][CH:21]=3)=[CH:12][C:11]([O:22][CH2:23][C:24]([F:27])([F:25])[F:26])=[N:10]2)=[CH:5][CH:4]=1. (7) Given the reactants C(OC([NH:8][C@H:9]1[CH2:14][C@@H:13]([CH3:15])[CH2:12][N:11]([C:16]2[CH:21]=[CH:20][N:19]=[CH:18][C:17]=2[NH:22][C:23]([C:25]2[C:29]3=[N:30][CH:31]=[C:32]([CH:34]4[CH2:39][CH2:38][O:37][CH2:36][CH2:35]4)[CH:33]=[C:28]3[O:27][C:26]=2[NH:40]C(=O)OC(C)(C)C)=[O:24])[CH2:10]1)=O)(C)(C)C.C(O)(C(F)(F)F)=O, predict the reaction product. The product is: [NH2:40][C:26]1[O:27][C:28]2[C:29](=[N:30][CH:31]=[C:32]([CH:34]3[CH2:39][CH2:38][O:37][CH2:36][CH2:35]3)[CH:33]=2)[C:25]=1[C:23]([NH:22][C:17]1[CH:18]=[N:19][CH:20]=[CH:21][C:16]=1[N:11]1[CH2:12][C@H:13]([CH3:15])[CH2:14][C@H:9]([NH2:8])[CH2:10]1)=[O:24]. (8) Given the reactants [N:1]1[CH:6]=[CH:5][CH:4]=[C:3]([CH:7]=[CH:8][C:9]([OH:11])=O)[CH:2]=1.C(Cl)(=O)C(Cl)=O.[C:18]1([CH:24]([C:31]2[CH:36]=[CH:35][CH:34]=[CH:33][CH:32]=2)[N:25]2[CH2:28][CH:27]([CH2:29][NH2:30])[CH2:26]2)[CH:23]=[CH:22][CH:21]=[CH:20][CH:19]=1, predict the reaction product. The product is: [C:18]1([CH:24]([C:31]2[CH:36]=[CH:35][CH:34]=[CH:33][CH:32]=2)[N:25]2[CH2:28][C:27]([CH2:29][NH:30][C:9](=[O:11])[CH:8]=[CH:7][C:3]3[CH:2]=[N:1][CH:6]=[CH:5][CH:4]=3)=[CH:26]2)[CH:19]=[CH:20][CH:21]=[CH:22][CH:23]=1. (9) Given the reactants [CH2:1]([C:3]1[CH:4]=[CH:5][C:6]([CH3:9])=[N:7][CH:8]=1)[CH3:2].ClC1C=CC=C(C(OO)=[O:18])C=1.[OH-].[Na+], predict the reaction product. The product is: [CH2:1]([C:3]1[CH:4]=[CH:5][C:6]([CH:9]=[O:18])=[N:7][CH:8]=1)[CH3:2].